Task: Predict the reactants needed to synthesize the given product.. Dataset: Full USPTO retrosynthesis dataset with 1.9M reactions from patents (1976-2016) (1) The reactants are: C([O:3][C:4]([C:6]1[CH:7]=[N:8][C:9]2[C:14]([CH:15]=1)=[CH:13][CH:12]=[C:11]([NH:16][C:17](=[O:34])[C:18]1[CH:23]=[CH:22][CH:21]=[CH:20][C:19]=1[C:24]1[CH:29]=[CH:28][C:27]([C:30]([F:33])([F:32])[F:31])=[CH:26][N:25]=1)[CH:10]=2)=[O:5])C.O.[OH-].[Li+]. Given the product [F:33][C:30]([F:31])([F:32])[C:27]1[CH:28]=[CH:29][C:24]([C:19]2[CH:20]=[CH:21][CH:22]=[CH:23][C:18]=2[C:17]([NH:16][C:11]2[CH:10]=[C:9]3[C:14]([CH:15]=[C:6]([C:4]([OH:5])=[O:3])[CH:7]=[N:8]3)=[CH:13][CH:12]=2)=[O:34])=[N:25][CH:26]=1, predict the reactants needed to synthesize it. (2) Given the product [Cl:12][C:13]1[CH:18]=[CH:17][C:16]([N+:19]([O-:21])=[O:20])=[CH:15][C:14]=1[C:22]1[C:23](=[O:24])[N:25]([O:26][CH3:27])[C:2]2[N:3]=[C:4]([S:10][CH3:11])[N:5]=[CH:6][C:7]=2[CH:8]=1, predict the reactants needed to synthesize it. The reactants are: Cl[C:2]1[C:7]([CH:8]=O)=[CH:6][N:5]=[C:4]([S:10][CH3:11])[N:3]=1.[Cl:12][C:13]1[CH:18]=[CH:17][C:16]([N+:19]([O-:21])=[O:20])=[CH:15][C:14]=1[CH2:22][C:23]([NH:25][O:26][CH3:27])=[O:24].C(=O)([O-])[O-].[K+].[K+].